From a dataset of Catalyst prediction with 721,799 reactions and 888 catalyst types from USPTO. Predict which catalyst facilitates the given reaction. (1) Product: [CH3:1][O:2][CH2:3][C@H:4]([NH:6][C:7]([C:9]1[C:17]2[C:12](=[N:13][CH:14]=[C:15]([C:18]3[C:26]4[C:21](=[CH:22][C:23]([Cl:27])=[CH:24][CH:25]=4)[N:20]([CH3:28])[N:19]=3)[N:16]=2)[NH:11][CH:10]=1)=[O:8])[CH3:5]. The catalyst class is: 4. Reactant: [CH3:1][O:2][CH2:3][C@H:4]([NH:6][C:7]([C:9]1[C:17]2[C:12](=[N:13][CH:14]=[C:15]([C:18]3[C:26]4[C:21](=[CH:22][C:23]([Cl:27])=[CH:24][CH:25]=4)[N:20]([CH3:28])[N:19]=3)[N:16]=2)[N:11](COCC[Si](C)(C)C)[CH:10]=1)=[O:8])[CH3:5].C(O)(C(F)(F)F)=O.C(N)CN. (2) Reactant: [C:1]1([S:7]([N:10]2[CH:14]=[C:13]([CH:15]=[CH:16][CH2:17][CH2:18][CH2:19][CH3:20])[C:12]([C:21]3[CH:22]=[N:23][CH:24]=[CH:25][CH:26]=3)=[N:11]2)(=[O:9])=[O:8])[CH:6]=[CH:5][CH:4]=[CH:3][CH:2]=1.[OH-].[K+].NN.O. Product: [CH:15]([C:13]1[C:12]([C:21]2[CH:22]=[N:23][CH:24]=[CH:25][CH:26]=2)=[N:11][NH:10][CH:14]=1)=[CH:16][CH2:17][CH2:18][CH2:19][CH3:20].[C:1]1([S:7]([N:10]2[CH:14]=[C:13]([CH:15]=[CH:16][CH2:17][CH2:18][CH2:19][CH3:20])[C:12]([C:21]3[CH:22]=[N:23][CH:24]=[CH:25][CH:26]=3)=[N:11]2)(=[O:8])=[O:9])[CH:6]=[CH:5][CH:4]=[CH:3][CH:2]=1. The catalyst class is: 831. (3) Reactant: [C:1]([C:3]1([C:6]([OH:8])=O)[CH2:5][CH2:4]1)#[N:2].CCN(C(C)C)C(C)C.F[P-](F)(F)(F)(F)F.N1(O[P+](N(C)C)(N(C)C)N(C)C)C2C=CC=CC=2N=N1.[CH3:45][N:46]1[CH:50]=[C:49]([C:51]2[N:52]=[C:53]3[C:58]([NH:59][C@H:60]4[C@@H:64]([CH3:65])[CH2:63][NH:62][CH2:61]4)=[C:57]([C:66]([NH2:68])=[O:67])[CH:56]=[N:55][N:54]3[CH:69]=2)[CH:48]=[N:47]1.C(O)(C(F)(F)F)=O. Product: [C:1]([C:3]1([C:6]([N:62]2[CH2:63][C@H:64]([CH3:65])[C@H:60]([NH:59][C:58]3[C:53]4[N:54]([CH:69]=[C:51]([C:49]5[CH:48]=[N:47][N:46]([CH3:45])[CH:50]=5)[N:52]=4)[N:55]=[CH:56][C:57]=3[C:66]([NH2:68])=[O:67])[CH2:61]2)=[O:8])[CH2:5][CH2:4]1)#[N:2]. The catalyst class is: 2. (4) Reactant: [F:1][C:2]1[CH:9]=[CH:8][CH:7]=[C:6]([O:10][CH3:11])[C:3]=1[CH:4]=O.[NH:12]1[CH2:17][CH2:16][CH2:15][C@@H:14]([C:18]2[NH:22][N:21]=[C:20]([C:23]3[CH:24]=[C:25]4[C:29](=[CH:30][CH:31]=3)[NH:28][N:27]=[C:26]4[C:32]3[CH:37]=[CH:36][N:35]=[CH:34][CH:33]=3)[N:19]=2)[CH2:13]1.C(O[BH-](OC(=O)C)OC(=O)C)(=O)C.[Na+]. Product: [F:1][C:2]1[CH:9]=[CH:8][CH:7]=[C:6]([O:10][CH3:11])[C:3]=1[CH2:4][N:12]1[CH2:17][CH2:16][CH2:15][C@@H:14]([C:18]2[NH:22][N:21]=[C:20]([C:23]3[CH:24]=[C:25]4[C:29](=[CH:30][CH:31]=3)[NH:28][N:27]=[C:26]4[C:32]3[CH:37]=[CH:36][N:35]=[CH:34][CH:33]=3)[N:19]=2)[CH2:13]1. The catalyst class is: 5.